From a dataset of CYP2D6 inhibition data for predicting drug metabolism from PubChem BioAssay. Regression/Classification. Given a drug SMILES string, predict its absorption, distribution, metabolism, or excretion properties. Task type varies by dataset: regression for continuous measurements (e.g., permeability, clearance, half-life) or binary classification for categorical outcomes (e.g., BBB penetration, CYP inhibition). Dataset: cyp2d6_veith. (1) The molecule is O=C(c1cccc(F)c1)N1CCC2(CC1)CCN(C(c1ccccc1)c1ccccc1)CC2. The result is 1 (inhibitor). (2) The result is 0 (non-inhibitor). The compound is COc1ccc(C[C@@](C)(N)C(=O)O)cc1OC. (3) The molecule is [N-]=[N+]=N[C@@H]1[C@H](O)[C@H](CO)O[C@@H]1n1cnc2c(N)ncnc21. The result is 0 (non-inhibitor). (4) The molecule is CN(C)Cc1ccccc1-c1nc(NCc2cccs2)c2ccccc2n1. The result is 1 (inhibitor). (5) The compound is O=C(Nc1ccccc1)N1CC[C@@]2(CCCN(C(=O)Oc3ccccc3)C2)C1. The result is 0 (non-inhibitor). (6) The compound is COc1ncc2nc(-c3cc(F)cc(F)c3)c(=O)n(CCc3ccccc3)c2n1. The result is 0 (non-inhibitor). (7) The drug is COc1ccc(OC)c(Nc2nc(-c3cccc([N+](=O)[O-])c3)nc3ccccc23)c1. The result is 0 (non-inhibitor).